The task is: Predict the reactants needed to synthesize the given product.. This data is from Full USPTO retrosynthesis dataset with 1.9M reactions from patents (1976-2016). Given the product [Cl:1][C:2]1[CH:39]=[CH:38][C:5]2[N:6]([CH3:37])[C:7](=[O:36])[CH:8]([NH:17][C:18](=[O:35])[CH:19]([NH:24][S:25]([C:28]3[C:29]([CH3:34])=[N:30][O:31][C:32]=3[CH3:33])(=[O:27])=[O:26])[CH3:20])[N:9]=[C:10]([C:11]3[CH:16]=[CH:15][CH:14]=[CH:13][CH:12]=3)[C:4]=2[CH:3]=1, predict the reactants needed to synthesize it. The reactants are: [Cl:1][C:2]1[CH:39]=[CH:38][C:5]2[N:6]([CH3:37])[C:7](=[O:36])[CH:8]([NH:17][C:18](=[O:35])[CH:19]([NH:24][S:25]([C:28]3[C:29]([CH3:34])=[N:30][O:31][C:32]=3[CH3:33])(=[O:27])=[O:26])[CH2:20]C(C)C)[N:9]=[C:10]([C:11]3[CH:16]=[CH:15][CH:14]=[CH:13][CH:12]=3)[C:4]=2[CH:3]=1.C(N[C@H](C(O)=O)C)(OC(C)(C)C)=O.